From a dataset of Reaction yield outcomes from USPTO patents with 853,638 reactions. Predict the reaction yield, written as a fraction of the theoretical maximum amount of product (1.0 means a 100% yield; for example, 0.34 means a 34% yield). (1) The reactants are [CH:1]1([C:6]2[C:14]3[O:13][CH:12]([CH2:15][NH2:16])[CH2:11][C:10]=3[CH:9]=[CH:8][CH:7]=2)[CH2:5][CH2:4][CH2:3][CH2:2]1.C(N(C(C)C)CC)(C)C.Cl[C:27]([O:29][CH2:30][C:31]1[CH:36]=[CH:35][CH:34]=[CH:33][CH:32]=1)=[O:28]. The catalyst is O1CCCC1. The product is [CH2:30]([O:29][C:27](=[O:28])[NH:16][CH2:15][CH:12]1[CH2:11][C:10]2[CH:9]=[CH:8][CH:7]=[C:6]([CH:1]3[CH2:2][CH2:3][CH2:4][CH2:5]3)[C:14]=2[O:13]1)[C:31]1[CH:36]=[CH:35][CH:34]=[CH:33][CH:32]=1. The yield is 0.760. (2) The reactants are Br[CH2:2][C@H:3]([CH3:21])[C@H:4]([C:7]1[CH:12]=[CH:11][CH:10]=[C:9]([O:13][CH2:14][C:15]2[CH:20]=[CH:19][CH:18]=[CH:17][CH:16]=2)[CH:8]=1)[CH2:5][CH3:6].C(=O)([O-])[O-].[K+].[K+].Cl.[CH3:29][NH:30][CH3:31].O. The catalyst is CN(C)C=O. The product is [CH2:5]([C@@H:4]([C:7]1[CH:12]=[CH:11][CH:10]=[C:9]([O:13][CH2:14][C:15]2[CH:20]=[CH:19][CH:18]=[CH:17][CH:16]=2)[CH:8]=1)[C@@H:3]([CH3:21])[CH2:2][N:30]([CH3:31])[CH3:29])[CH3:6]. The yield is 0.890. (3) The reactants are [C:1]([O:5][C:6]([N:8]1[CH2:20][C@@H:19]([CH3:21])[N:18]2[C@H:10]([CH2:11][C:12]3[C:17]2=[N:16][C:15](Br)=[CH:14][CH:13]=3)[CH2:9]1)=[O:7])([CH3:4])([CH3:3])[CH3:2].[F:23][C:24]([F:29])([F:28])C([O-])=O.[Na+].C(OCC)(=O)C.O. The catalyst is CN1CCCC1=O.[Cu](I)I. The product is [C:1]([O:5][C:6]([N:8]1[CH2:20][C@@H:19]([CH3:21])[N:18]2[C@H:10]([CH2:11][C:12]3[C:17]2=[N:16][C:15]([C:24]([F:29])([F:28])[F:23])=[CH:14][CH:13]=3)[CH2:9]1)=[O:7])([CH3:4])([CH3:3])[CH3:2]. The yield is 0.277. (4) The reactants are Cl[CH2:2][C:3]([C:5]1[C:13]2[C:8](=[N:9][CH:10]=[C:11]([NH:14][C:15](=[O:31])[C:16]3[C:21]([F:22])=[CH:20][CH:19]=[C:18]([NH:23][S:24]([CH2:27][CH2:28][CH3:29])(=[O:26])=[O:25])[C:17]=3[F:30])[CH:12]=2)[NH:7][CH:6]=1)=[O:4].[CH3:32][NH:33][CH3:34].CO. The catalyst is CCO. The product is [CH3:32][N:33]([CH3:34])[CH2:2][C:3]([C:5]1[C:13]2[C:8](=[N:9][CH:10]=[C:11]([NH:14][C:15](=[O:31])[C:16]3[C:21]([F:22])=[CH:20][CH:19]=[C:18]([NH:23][S:24]([CH2:27][CH2:28][CH3:29])(=[O:26])=[O:25])[C:17]=3[F:30])[CH:12]=2)[NH:7][CH:6]=1)=[O:4]. The yield is 0.404. (5) The reactants are [H-].[Al+3].[Li+].[H-].[H-].[H-].[OH:7][CH2:8][C:9]([CH3:28])([CH3:27])[CH2:10][CH2:11][CH2:12][CH2:13][CH:14]([CH2:18][CH2:19][CH2:20][CH2:21][C:22]([CH3:26])([CH3:25])[CH2:23][OH:24])[C:15](O)=[O:16].O.Cl. The catalyst is C1COCC1. The product is [OH:16][CH2:15][CH:14]([CH2:18][CH2:19][CH2:20][CH2:21][C:22]([CH3:26])([CH3:25])[CH2:23][OH:24])[CH2:13][CH2:12][CH2:11][CH2:10][C:9]([CH3:28])([CH3:27])[CH2:8][OH:7]. The yield is 0.860.